From a dataset of Forward reaction prediction with 1.9M reactions from USPTO patents (1976-2016). Predict the product of the given reaction. (1) Given the reactants [C:1]([C:4]1[CH:9]=[CH:8][CH:7]=[CH:6][CH:5]=1)(=O)[CH3:2].Cl.[NH2:11][OH:12].[OH-].[Na+], predict the reaction product. The product is: [C:1](=[N:11][OH:12])([C:4]1[CH:9]=[CH:8][CH:7]=[CH:6][CH:5]=1)[CH3:2]. (2) Given the reactants [CH:1]12[CH2:7][CH:4]([CH:5]=[CH:6]1)[C:3](=[O:8])[NH:2]2.N1C=CC=CC=1.[C:15](Cl)(=[O:17])[CH3:16].O, predict the reaction product. The product is: [C:15]([N:2]1[C:3](=[O:8])[CH:4]2[CH2:7][CH:1]1[CH:6]=[CH:5]2)(=[O:17])[CH3:16].